This data is from Catalyst prediction with 721,799 reactions and 888 catalyst types from USPTO. The task is: Predict which catalyst facilitates the given reaction. (1) Reactant: Br[C:2]1[C:3]([C:16]2[CH:21]=[CH:20][CH:19]=[CH:18][CH:17]=2)=[N:4][C:5]2[C:10]([N:11]=1)=[CH:9][C:8]([C:12]([O:14][CH3:15])=[O:13])=[CH:7][CH:6]=2.[N:22]1([C:28]2[N:33]=[CH:32][CH:31]=[CH:30][N:29]=2)[CH2:27][CH2:26][NH:25][CH2:24][CH2:23]1.CCN(C(C)C)C(C)C. Product: [C:16]1([C:3]2[C:2]([N:25]3[CH2:26][CH2:27][N:22]([C:28]4[N:29]=[CH:30][CH:31]=[CH:32][N:33]=4)[CH2:23][CH2:24]3)=[N:11][C:10]3[C:5](=[CH:6][CH:7]=[C:8]([C:12]([O:14][CH3:15])=[O:13])[CH:9]=3)[N:4]=2)[CH:21]=[CH:20][CH:19]=[CH:18][CH:17]=1. The catalyst class is: 9. (2) Reactant: [NH2:1][C:2]1[N:7]=[C:6]([NH:8][C@@H:9]2[CH2:13][C@H:12]([CH2:14][OH:15])[CH:11]=[CH:10]2)[C:5]([NH:16][CH:17]=O)=[C:4]([Cl:19])[N:3]=1.C(OC(OCC)OCC)C.Cl. Product: [ClH:19].[NH2:1][C:2]1[N:7]=[C:6]2[C:5]([N:16]=[CH:17][N:8]2[C@@H:9]2[CH2:13][C@H:12]([CH2:14][OH:15])[CH:11]=[CH:10]2)=[C:4]([Cl:19])[N:3]=1. The catalyst class is: 273. (3) Reactant: C(OC(=O)[N:7]([CH:19]1[CH2:24][CH2:23][N:22]([CH2:25][CH2:26][N:27]2[C:36]3[C:31](=[C:32](Br)[CH:33]=[C:34]([O:37][CH3:38])[CH:35]=3)[CH:30]=[CH:29][C:28]2=[O:40])[CH2:21][CH2:20]1)[CH2:8][C:9]1[CH:18]=[CH:17][C:12]2[O:13][CH2:14][CH2:15][O:16][C:11]=2[CH:10]=1)(C)(C)C.FC(F)(F)C(O)=O. Product: [O:13]1[C:12]2[CH:17]=[CH:18][C:9]([CH2:8][NH:7][CH:19]3[CH2:24][CH2:23][N:22]([CH2:25][CH2:26][N:27]4[C:36]5[C:31](=[CH:32][CH:33]=[C:34]([O:37][CH3:38])[CH:35]=5)[CH:30]=[CH:29][C:28]4=[O:40])[CH2:21][CH2:20]3)=[CH:10][C:11]=2[O:16][CH2:15][CH2:14]1. The catalyst class is: 4. (4) Reactant: Cl[CH:2]([C:24]1[CH:29]=[CH:28][CH:27]=[CH:26][CH:25]=1)[C:3]([C:5]1[C:13]2[C:8](=[CH:9][CH:10]=[CH:11][CH:12]=2)[N:7]([CH2:14][CH2:15][NH:16][C:17](=[O:23])[O:18][C:19]([CH3:22])([CH3:21])[CH3:20])[CH:6]=1)=[O:4].[CH3:30][O:31][C:32]1[CH:33]=[C:34]([CH:36]=[CH:37][CH:38]=1)[NH2:35].CCN(C(C)C)C(C)C. Product: [CH3:30][O:31][C:32]1[CH:33]=[C:34]([NH:35][CH:2]([C:24]2[CH:29]=[CH:28][CH:27]=[CH:26][CH:25]=2)[C:3]([C:5]2[C:13]3[C:8](=[CH:9][CH:10]=[CH:11][CH:12]=3)[N:7]([CH2:14][CH2:15][NH:16][C:17](=[O:23])[O:18][C:19]([CH3:22])([CH3:21])[CH3:20])[CH:6]=2)=[O:4])[CH:36]=[CH:37][CH:38]=1. The catalyst class is: 10. (5) Reactant: Br[CH:2]1[CH2:10][CH2:9][C:8]2[NH:7][N:6]=[CH:5][C:4]=2[C:3]1=O.[N:12]1[CH:17]=[CH:16][CH:15]=[CH:14][C:13]=1[NH:18][C:19]([NH2:21])=[S:20].CCOC(C)=O.CO. Product: [N:12]1[CH:17]=[CH:16][CH:15]=[CH:14][C:13]=1[NH:18][C:19]1[S:20][C:2]2[CH2:10][CH2:9][C:8]3[NH:7][N:6]=[CH:5][C:4]=3[C:3]=2[N:21]=1. The catalyst class is: 21. (6) Reactant: [N+:1]([C:4]1[CH:5]=[C:6]2[C:10](=[CH:11][CH:12]=1)[NH:9][N:8]=[CH:7]2)([O-:3])=[O:2].C([O-])([O-])=O.[K+].[K+].[C:19]1([CH2:25]Br)[CH:24]=[CH:23][CH:22]=[CH:21][CH:20]=1.O. Product: [CH2:25]([N:9]1[C:10]2[C:6](=[CH:5][C:4]([N+:1]([O-:3])=[O:2])=[CH:12][CH:11]=2)[CH:7]=[N:8]1)[C:19]1[CH:24]=[CH:23][CH:22]=[CH:21][CH:20]=1.[CH2:25]([N:8]1[CH:7]=[C:6]2[C:10]([CH:11]=[CH:12][C:4]([N+:1]([O-:3])=[O:2])=[CH:5]2)=[N:9]1)[C:19]1[CH:24]=[CH:23][CH:22]=[CH:21][CH:20]=1. The catalyst class is: 3.